This data is from Catalyst prediction with 721,799 reactions and 888 catalyst types from USPTO. The task is: Predict which catalyst facilitates the given reaction. (1) Reactant: [Si]([O:8][CH2:9][C@@H:10]([NH:19][C:20]1[C:21]2[CH2:29][N:28]([C:30]3[CH:37]=[CH:36][C:35]([CH3:38])=[CH:34][C:31]=3[C:32]#[N:33])[CH2:27][CH2:26][C:22]=2[N:23]=[CH:24][N:25]=1)[C:11]1[CH:12]=[N:13][C:14]([O:17][CH3:18])=[N:15][CH:16]=1)(C(C)(C)C)(C)C.CCCC[N+](CCCC)(CCCC)CCCC.[F-].O.CCOC(C)=O. Product: [OH:8][CH2:9][C@@H:10]([NH:19][C:20]1[C:21]2[CH2:29][N:28]([C:30]3[CH:37]=[CH:36][C:35]([CH3:38])=[CH:34][C:31]=3[C:32]#[N:33])[CH2:27][CH2:26][C:22]=2[N:23]=[CH:24][N:25]=1)[C:11]1[CH:16]=[N:15][C:14]([O:17][CH3:18])=[N:13][CH:12]=1. The catalyst class is: 1. (2) Reactant: Br[C:2]1[C:3]2[N:4]([CH:18]=[CH:19][N:20]=2)[N:5]=[C:6]([C:8]2[CH:9]=[C:10]([CH:15]=[CH:16][CH:17]=2)[C:11]([O:13][CH3:14])=[O:12])[CH:7]=1.[NH2:21][C:22]1[N:27]=[C:26]([N:28]2[CH2:32][CH2:31][CH2:30][CH:29]2[CH2:33][OH:34])[CH:25]=[CH:24][CH:23]=1.C1C=CC(P(C2C(C3C(P(C4C=CC=CC=4)C4C=CC=CC=4)=CC=C4C=3C=CC=C4)=C3C(C=CC=C3)=CC=2)C2C=CC=CC=2)=CC=1.C([O-])([O-])=O.[Cs+].[Cs+]. Product: [OH:34][CH2:33][CH:29]1[CH2:30][CH2:31][CH2:32][N:28]1[C:26]1[N:27]=[C:22]([NH:21][C:2]2[C:3]3[N:4]([CH:18]=[CH:19][N:20]=3)[N:5]=[C:6]([C:8]3[CH:9]=[C:10]([CH:15]=[CH:16][CH:17]=3)[C:11]([O:13][CH3:14])=[O:12])[CH:7]=2)[CH:23]=[CH:24][CH:25]=1. The catalyst class is: 102. (3) The catalyst class is: 5. Reactant: [F:1][C:2]1[C:11]([CH:12]([C:14]2[N:18]3[N:19]=[C:20]([C:23](=O)[CH3:24])[CH:21]=[CH:22][C:17]3=[N:16][N:15]=2)[CH3:13])=[C:10]([F:26])[CH:9]=[C:8]2[C:3]=1[CH:4]=[C:5]([C:27]([OH:30])([CH3:29])[CH3:28])[CH:6]=[N:7]2.Cl.[NH2:32][OH:33].[OH-].[Na+]. Product: [F:1][C:2]1[C:11]([CH:12]([C:14]2[N:18]3[N:19]=[C:20](/[C:23](=[N:32]/[OH:33])/[CH3:24])[CH:21]=[CH:22][C:17]3=[N:16][N:15]=2)[CH3:13])=[C:10]([F:26])[CH:9]=[C:8]2[C:3]=1[CH:4]=[C:5]([C:27]([OH:30])([CH3:29])[CH3:28])[CH:6]=[N:7]2.